The task is: Predict the reactants needed to synthesize the given product.. This data is from Full USPTO retrosynthesis dataset with 1.9M reactions from patents (1976-2016). (1) Given the product [C:5]([NH:3][C:2]([NH:18][C:17]1[CH:19]=[C:20]([I:22])[CH:21]=[C:15]([Br:14])[CH:16]=1)=[S:1])(=[O:12])[C:6]1[CH:11]=[CH:10][CH:9]=[CH:8][CH:7]=1, predict the reactants needed to synthesize it. The reactants are: [S-:1][C:2]#[N:3].[NH4+].[C:5](Cl)(=[O:12])[C:6]1[CH:11]=[CH:10][CH:9]=[CH:8][CH:7]=1.[Br:14][C:15]1[CH:16]=[C:17]([CH:19]=[C:20]([I:22])[CH:21]=1)[NH2:18].O. (2) Given the product [Br:3][C:4]1[CH:9]=[CH:8][C:7]([CH3:10])=[C:6]([CH:5]=1)[NH2:11], predict the reactants needed to synthesize it. The reactants are: [NH4+].[Cl-].[Br:3][C:4]1[CH:9]=[CH:8][C:7]([CH3:10])=[C:6]([N+:11]([O-])=O)[CH:5]=1.